From a dataset of Peptide-MHC class II binding affinity with 134,281 pairs from IEDB. Regression. Given a peptide amino acid sequence and an MHC pseudo amino acid sequence, predict their binding affinity value. This is MHC class II binding data. The peptide sequence is QVHFQPLPPAVVKLS. The MHC is DRB1_0701 with pseudo-sequence DRB1_0701. The binding affinity (normalized) is 0.332.